The task is: Binary Classification. Given a miRNA mature sequence and a target amino acid sequence, predict their likelihood of interaction.. This data is from Experimentally validated miRNA-target interactions with 360,000+ pairs, plus equal number of negative samples. (1) The miRNA is hsa-miR-6818-5p with sequence UUGUGUGAGUACAGAGAGCAUC. The protein sequence of the target gene is MELLSTPHSIEINNITCDSFRISWAMEDSDLERVTHYFIDLNKKENKNSNKFKHRDVPTKLVAKAVPLPMTVRGHWFLSPRTEYSVAVQTAVKQSDGEYLVSGWSETVEFCTGDYAKEHLAQLQEKAEQIAGRMLRFSVFYRNHHKEYFQHARTHCGNVLQPYLKDNSGSHGSPTSGMLHGVFFSCNTEFNTGQPPQDSPYGRWRFQIPAQRLFNPSTNLYFADFYCMYTAYHYAILVLAPKGSLGDRFCRDRLPLLDIACNKFLTCSVEDGELIFRHAQDLILEIIYTEPVDLSLGTLG.... Result: 0 (no interaction). (2) The miRNA is hsa-miR-3074-5p with sequence GUUCCUGCUGAACUGAGCCAG. The protein sequence of the target gene is MFSAGAESLLHQAREIQDEELKKFCSRICKLLQAEDLGPDTLDSLQRLFLIISATKYSRRLEKTCVDLLQATLGLPACPEQLQVLCAAILREMSPSDSLSLAWDHTQNSRQLSLVASVLLAQGDRNEEVRAVGQGVLRALESRQPEGPSLRHLLPVMAKVVVLSPGTLQEDQATLLSKRLVDWLRYASLQQGLPHSGGFFSTPRARQPGPVTEVDGAVATDFFTVLSSGHRFTDDQWLNVQAFSMLRAWLLHSGPEGPGTLDTDDRSEQEGSTLSVISATSSAGRLLPPRERLREVAFEY.... Result: 0 (no interaction). (3) The miRNA is hsa-miR-4746-5p with sequence CCGGUCCCAGGAGAACCUGCAGA. The protein sequence of the target gene is METSVSEIQVETKDEKGPVAASPQKERQERKTATLCFKRRKKANKTKPKAGSRTAEETKKHTPEAGGSGQRQPAGAWASIKGLVTHRKRSEPAKKQKPPEAEVQPEDGALPKKKAKSRLKFPCLRFSRGAKRSRHSKLTEDSGYVRVQGEADDLEIKAQTQPDDQAIQAGSTQGLQEGVLVRDGKKSQESHISNSVTSGENVIAIELELENKSSAIQMGTPELEKETKVITEKPSVQTQRASLLESSAAGSPRSVTSAAPPSPATTHQHSLEEPSNGIRESAPSGKDDRRKTAAEEKKSG.... Result: 0 (no interaction). (4) The miRNA is hsa-miR-5688 with sequence UAACAAACACCUGUAAAACAGC. The protein sequence of the target gene is MQFVSWATLLTLLVRDLAEMGSPDAAAAVRKDRLHPRQVKLLETLSEYEIVSPIRVNALGEPFPTNVHFKRTRRSINSATDPWPAFASSSSSSTSSQAHYRLSAFGQQFLFNLTANAGFIAPLFTVTLLGTPGVNQTKFYSEEEAELKHCFYKGYVNTNSEHTAVISLCSGMLGTFRSHDGDYFIEPLQSMDEQEDEEEQNKPHIIYRRSAPQREPSTGRHACDTSEHKNRHSKDKKKTRARKWGERINLAGDVAALNSGLATEAFSAYGNKTDNTREKRTHRRTKRFLSYPRFVEVLVV.... Result: 1 (interaction). (5) The miRNA is hsa-miR-203a-3p with sequence GUGAAAUGUUUAGGACCACUAG. The protein sequence of the target gene is MLSSVMAPLWACILVAAGILATDTHHPQDSALYHLSKQLLQKYHKEVRPVYNWTKATTVYLDLFVHAILDVDAENQILKTSVWYQEVWNDEFLSWNSSMFDEIREISLPLSAIWAPDIIINEFVDIERYPDLPYVYVNSSGTIENYKPIQVVSACSLETYAFPFDVQNCSLTFKSILHTVEDVDLAFLRSPEDIQHDKKAFLNDSEWELLSVSSTYSILQSSAGGFAQIQFNVVMRRHPLVYVVSLLIPSIFLMLVDLGSFYLPPNCRARIVFKTSVLVGYTVFRVNMSNQVPRSVGSTP.... Result: 0 (no interaction). (6) The miRNA is mmu-miR-135a-5p with sequence UAUGGCUUUUUAUUCCUAUGUGA. The protein sequence of the target gene is MAAPAREPALRCCIRLARVFLLLVLACEVAGSDEAEAREGAASLAGSCGCGTPQRAGAHGSSAAAQRYSREANAPGLTSGPRPLALTKMVPIPAGVFTMGTDDPQIRQDGEAPARRVTVDGFYMDAYEVSNADFEKFVNSTGYLTEAEKFGDSFVFEGMLSEQVKTHIHQAVAAAPWWLPVKGANWRHPEGPDSSILHRSNHPVLHVSWNDAVAYCTWAGKRLPTEAEWEYSCRGGLQNRLFPWGNKLQPKGQHYANIWQGKFPVSNTGEDGFQGTAPVDAFPPNGYGLYNIVGNVWEWT.... Result: 0 (no interaction). (7) The miRNA is hsa-miR-548ae-3p with sequence CAAAAACUGCAAUUACUUUCA. The protein sequence of the target gene is MAAAVAAAGRLGWLFAALCLGNAAGEAAPGPRVLGFCLEEDGAAGAGWVRGGAARDTPDATFLLRLFGPGFANSSWSWVAPEGAGCREEAASPAGEWRALLRLRLRAEAVRPHSALLAVRVEPGGGAAEEAAPPWALGLGAAGLLALAALARGLQLSALALAPAEVQVLRESGSEAERAAARRLEPARRWAGCALGALLLLASLAQAALAVLLYRAAGQRAVPAVLGSAGLVFLVGEVVPAAVSGRWTLALAPRALGLSRLAVLLTLPVALPVGQLLELAARPGRLRERVLELARGGGDP.... Result: 1 (interaction). (8) The miRNA is mmu-miR-129-5p with sequence CUUUUUGCGGUCUGGGCUUGC. The protein sequence of the target gene is MAPDPWFSTYDSTCQIAQEIAEKIQERNQCERRGEKTPKLTLTIRTLLKNLKVKIDLLKDLLLRAVSTRQITQLEGDRRQNLLDDLVTRERLLLASFKNEGAEPDLIRSSLMSEEAKRGTPNPWLCEEPEETRGLGFDEIRQQQQKIIQEQDAGLDALSSIISRQKQMGQEIGNELDEQNEIIDDLANLVENTDEKLRTEARRVTLVDRKSTSCGMIMVILLLLVAIVVVAVWPTN. Result: 1 (interaction).